This data is from Forward reaction prediction with 1.9M reactions from USPTO patents (1976-2016). The task is: Predict the product of the given reaction. (1) Given the reactants Cl[C:2]1[CH:7]=[CH:6][C:5]([N+:8]([O-:10])=[O:9])=[CH:4][N:3]=1.[C:11]1([CH:17]([C:20]2[CH:25]=[CH:24][CH:23]=[CH:22][CH:21]=2)[C:18]#[N:19])[CH:16]=[CH:15][CH:14]=[CH:13][CH:12]=1.[F-].C([N+](CCCC)(CCCC)CCCC)CCC.[OH-].[Na+], predict the reaction product. The product is: [C:20]1([C:17]([C:11]2[CH:12]=[CH:13][CH:14]=[CH:15][CH:16]=2)([C:18]#[N:19])[C:2]2[CH:7]=[CH:6][C:5]([N+:8]([O-:10])=[O:9])=[CH:4][N:3]=2)[CH:21]=[CH:22][CH:23]=[CH:24][CH:25]=1. (2) Given the reactants [CH:1]([N:14]1[CH2:17][CH:16]([CH2:18][O:19][C:20]2[C:28]([CH:29]3[CH2:31][CH2:30]3)=[CH:27][C:23]([C:24]([OH:26])=O)=[C:22]([F:32])[CH:21]=2)[CH2:15]1)([C:8]1[CH:13]=[CH:12][CH:11]=[CH:10][CH:9]=1)[C:2]1[CH:7]=[CH:6][CH:5]=[CH:4][CH:3]=1.[CH3:33][Si:34]([CH3:42])([CH3:41])[CH2:35][CH2:36][S:37]([NH2:40])(=[O:39])=[O:38].CN(C(ON1N=NC2C=CC=CC1=2)=[N+](C)C)C.F[P-](F)(F)(F)(F)F.CCN(C(C)C)C(C)C, predict the reaction product. The product is: [CH:1]([N:14]1[CH2:17][CH:16]([CH2:18][O:19][C:20]2[C:28]([CH:29]3[CH2:31][CH2:30]3)=[CH:27][C:23]([C:24]([NH:40][S:37]([CH2:36][CH2:35][Si:34]([CH3:42])([CH3:41])[CH3:33])(=[O:39])=[O:38])=[O:26])=[C:22]([F:32])[CH:21]=2)[CH2:15]1)([C:2]1[CH:7]=[CH:6][CH:5]=[CH:4][CH:3]=1)[C:8]1[CH:13]=[CH:12][CH:11]=[CH:10][CH:9]=1. (3) Given the reactants [F:1][C:2]1[C:7]([O:8][CH2:9][CH2:10][CH2:11][CH2:12][N:13]2[CH2:18][CH2:17][CH2:16][CH2:15][CH2:14]2)=[CH:6][C:5]([NH2:19])=[C:4]([N+:20]([O-])=O)[CH:3]=1.[H][H], predict the reaction product. The product is: [F:1][C:2]1[CH:3]=[C:4]([NH2:20])[C:5]([NH2:19])=[CH:6][C:7]=1[O:8][CH2:9][CH2:10][CH2:11][CH2:12][N:13]1[CH2:18][CH2:17][CH2:16][CH2:15][CH2:14]1. (4) Given the reactants C1(CCO[P:10]2[O:15][CH2:14][C:13]3([CH2:20][O:19][P:18](OCCC4C=CC=CC=4)[O:17][CH2:16]3)[CH2:12][O:11]2)C=CC=CC=1.C1(CCBr)C=CC=CC=1, predict the reaction product. The product is: [CH2:20]1[C:13]2([CH2:12][O:11][PH:10][O:15][CH2:14]2)[CH2:16][O:17][PH:18][O:19]1. (5) Given the reactants C(OC(=O)[NH:7][C@@H:8]1[CH2:13][CH2:12][CH2:11][N:10]([C:14]2[C:19]([OH:20])=[CH:18][N:17]=[C:16]3[NH:21][CH:22]=[C:23]([NH:24][C:25]([C:27]4[CH:28]=[N:29][N:30]([CH2:32][C:33]5[CH:38]=[CH:37][CH:36]=[CH:35][CH:34]=5)[CH:31]=4)=[O:26])[C:15]=23)[CH2:9]1)(C)(C)C.[OH-].[NH4+].C(Cl)Cl, predict the reaction product. The product is: [NH2:7][C@@H:8]1[CH2:13][CH2:12][CH2:11][N:10]([C:14]2[C:19]([OH:20])=[CH:18][N:17]=[C:16]3[NH:21][CH:22]=[C:23]([NH:24][C:25]([C:27]4[CH:28]=[N:29][N:30]([CH2:32][C:33]5[CH:38]=[CH:37][CH:36]=[CH:35][CH:34]=5)[CH:31]=4)=[O:26])[C:15]=23)[CH2:9]1. (6) Given the reactants Cl.Cl[C:3]1[N:8]=[CH:7][N:6]=[C:5]([NH:9][C:10]2[CH:15]=[CH:14][CH:13]=[C:12]([N+:16]([O-:18])=[O:17])[CH:11]=2)[CH:4]=1.[CH:19]1([NH2:25])[CH2:24][CH2:23][CH2:22][CH2:21][CH2:20]1.CCN(C(C)C)C(C)C, predict the reaction product. The product is: [CH:19]1([NH:25][C:3]2[CH:4]=[C:5]([NH:9][C:10]3[CH:15]=[CH:14][CH:13]=[C:12]([N+:16]([O-:18])=[O:17])[CH:11]=3)[N:6]=[CH:7][N:8]=2)[CH2:24][CH2:23][CH2:22][CH2:21][CH2:20]1. (7) Given the reactants [CH3:1][C:2]1[N:3]([CH2:8][CH2:9][NH2:10])[CH:4]=[C:5]([CH3:7])[N:6]=1.[F:11][C:12]([F:24])([F:23])[C:13]1[CH:18]=[CH:17][C:16]([CH2:19][CH2:20][CH:21]=O)=[CH:15][CH:14]=1, predict the reaction product. The product is: [CH3:7][C:5]1[N:6]=[C:2]([CH3:1])[N:3]2[CH2:8][CH2:9][NH:10][CH:21]([CH2:20][CH2:19][C:16]3[CH:17]=[CH:18][C:13]([C:12]([F:11])([F:23])[F:24])=[CH:14][CH:15]=3)[C:4]=12. (8) Given the reactants [CH3:1][C:2]1[NH:3][C:4]2[CH2:5][C:6]([CH3:13])([CH3:12])[CH2:7][C:8](=[O:11])[C:9]=2[CH:10]=1.[CH:14]([C:16]1[CH:21]=[CH:20][CH:19]=[CH:18][C:17]=1[S:22]([N:25]([CH3:27])[CH3:26])(=[O:24])=[O:23])=[O:15].[OH-].[Na+], predict the reaction product. The product is: [OH:15][CH:14]([C:10]1[C:9]2[C:8](=[O:11])[CH2:7][C:6]([CH3:13])([CH3:12])[CH2:5][C:4]=2[NH:3][C:2]=1[CH3:1])[C:16]1[CH:21]=[CH:20][CH:19]=[CH:18][C:17]=1[S:22]([N:25]([CH3:27])[CH3:26])(=[O:24])=[O:23]. (9) Given the reactants [NH:1]1[C:5]2[CH:6]=[CH:7][CH:8]=[CH:9][C:4]=2[N:3]=[C:2]1[CH2:10][N:11]([CH:21]1[C:30]2[N:29]=[CH:28][CH:27]=[CH:26][C:25]=2[CH2:24][CH2:23][CH2:22]1)[CH2:12][C:13]1[CH:18]=[CH:17][C:16]([CH2:19][NH2:20])=[CH:15][CH:14]=1.[CH:31](N(CC)C(C)C)([CH3:33])[CH3:32].[CH2:40](Br)[CH:41]=[CH2:42], predict the reaction product. The product is: [NH:1]1[C:5]2[CH:6]=[CH:7][CH:8]=[CH:9][C:4]=2[N:3]=[C:2]1[CH2:10][N:11]([CH2:12][C:13]1[CH:14]=[CH:15][C:16]([CH2:19][N:20]([CH2:42][CH:41]=[CH2:40])[CH2:33][CH:31]=[CH2:32])=[CH:17][CH:18]=1)[CH:21]1[C:30]2[N:29]=[CH:28][CH:27]=[CH:26][C:25]=2[CH2:24][CH2:23][CH2:22]1.